Dataset: Reaction yield outcomes from USPTO patents with 853,638 reactions. Task: Predict the reaction yield, written as a fraction of the theoretical maximum amount of product (1.0 means a 100% yield; for example, 0.34 means a 34% yield). (1) The reactants are [Cl:1][C:2]1[CH:7]=[CH:6][C:5]([CH:8]([C:22]2[CH:27]=[CH:26][C:25]([Cl:28])=[CH:24][C:23]=2[CH3:29])[N:9]2[CH2:14][CH2:13][N:12](C(OC(C)(C)C)=O)[CH2:11][CH2:10]2)=[C:4]([CH3:30])[CH:3]=1.CN1CCOCC1.[Si](I)(C)(C)C. The catalyst is C(Cl)Cl. The product is [Cl:28][C:25]1[CH:26]=[CH:27][C:22]([CH:8]([C:5]2[CH:6]=[CH:7][C:2]([Cl:1])=[CH:3][C:4]=2[CH3:30])[N:9]2[CH2:10][CH2:11][NH:12][CH2:13][CH2:14]2)=[C:23]([CH3:29])[CH:24]=1. The yield is 0.700. (2) The reactants are P(Cl)(Cl)(Cl)=O.[Br:6][C:7]1[CH:12]=[CH:11][C:10]([CH2:13][C:14]([NH:16][CH2:17][CH2:18][C:19]2[CH:24]=[C:23]([O:25][CH3:26])[CH:22]=[C:21]([O:27][CH3:28])[CH:20]=2)=O)=[CH:9][CH:8]=1.[BH4-].[Na+].O.O.[C:33]([OH:38])(=[O:37])[C:34]([OH:36])=[O:35]. The product is [C:33]([OH:38])(=[O:37])[C:34]([OH:36])=[O:35].[Br:6][C:7]1[CH:12]=[CH:11][C:10]([CH2:13][CH:14]2[C:24]3[C:19](=[CH:20][C:21]([O:27][CH3:28])=[CH:22][C:23]=3[O:25][CH3:26])[CH2:18][CH2:17][NH:16]2)=[CH:9][CH:8]=1. The yield is 0.800. The catalyst is C(#N)C.CO.CCOCC.